Dataset: Catalyst prediction with 721,799 reactions and 888 catalyst types from USPTO. Task: Predict which catalyst facilitates the given reaction. Reactant: [Cl:1][C:2]1[CH:7]=[CH:6][C:5]2=[N:8][C:9]([C:11]3[CH:12]=[CH:13][C:14]([C:18]([F:21])([F:20])[F:19])=[C:15]([CH:17]=3)[NH2:16])=[CH:10][N:4]2[N:3]=1.C(#N)C.[CH3:25][C:26]([CH3:31])([CH3:30])[C:27](Cl)=[O:28]. Product: [Cl:1][C:2]1[CH:7]=[CH:6][C:5]2[N:4]([CH:10]=[C:9]([C:11]3[CH:12]=[CH:13][C:14]([C:18]([F:19])([F:20])[F:21])=[C:15]([NH:16][C:27](=[O:28])[C:26]([CH3:31])([CH3:30])[CH3:25])[CH:17]=3)[N:8]=2)[N:3]=1. The catalyst class is: 17.